Dataset: Full USPTO retrosynthesis dataset with 1.9M reactions from patents (1976-2016). Task: Predict the reactants needed to synthesize the given product. (1) Given the product [Br:1][C:2]1[CH:3]=[CH:4][C:5]([N:8]2[CH:12]=[C:11]([CH2:13][CH2:14][CH2:15][O:16][C:23]3[C:28]([O:29][CH3:30])=[CH:27][CH:26]=[CH:25][C:24]=3[CH2:31][C:32]([O:34][CH3:35])=[O:33])[C:10]([CH:17]([CH2:20][CH3:21])[CH2:18][CH3:19])=[N:9]2)=[N:6][CH:7]=1, predict the reactants needed to synthesize it. The reactants are: [Br:1][C:2]1[CH:3]=[CH:4][C:5]([N:8]2[CH:12]=[C:11]([CH2:13][CH2:14][CH2:15][OH:16])[C:10]([CH:17]([CH2:20][CH3:21])[CH2:18][CH3:19])=[N:9]2)=[N:6][CH:7]=1.O[C:23]1[C:28]([O:29][CH3:30])=[CH:27][CH:26]=[CH:25][C:24]=1[CH2:31][C:32]([O:34][CH3:35])=[O:33].C(P(CCCC)CCCC)CCC.N(C(N1CCCCC1)=O)=NC(N1CCCCC1)=O. (2) Given the product [N+:1](=[C:2]1[CH:11]=[C:10]2[C:5]([CH:6]=[CH:7][CH:8]=[CH:9]2)=[N:4][CH2:3]1)=[N-:12], predict the reactants needed to synthesize it. The reactants are: [NH2:1][C:2]1[CH:3]=[N:4][C:5]2[C:10]([CH:11]=1)=[CH:9][CH:8]=[CH:7][CH:6]=2.[N:12]([O-])=O.[Na+].F[B-](F)(F)F.[H+]. (3) Given the product [C:21]([N:18]1[CH2:19][CH2:20][CH:15]([N:3]([CH3:2])[C:4]([C:6]2[CH:14]=[CH:13][C:9]3=[N:10][O:11][N:12]=[C:8]3[CH:7]=2)=[O:5])[CH2:16][CH2:17]1)(=[O:23])[CH3:22], predict the reactants needed to synthesize it. The reactants are: Cl.[CH3:2][N:3]([CH:15]1[CH2:20][CH2:19][NH:18][CH2:17][CH2:16]1)[C:4]([C:6]1[CH:14]=[CH:13][C:9]2=[N:10][O:11][N:12]=[C:8]2[CH:7]=1)=[O:5].[C:21](OC(=O)C)(=[O:23])[CH3:22].C(N(CC)CC)C.